This data is from Reaction yield outcomes from USPTO patents with 853,638 reactions. The task is: Predict the reaction yield, written as a fraction of the theoretical maximum amount of product (1.0 means a 100% yield; for example, 0.34 means a 34% yield). (1) The reactants are [CH3:1][C:2]([CH3:7])([CH3:6])[CH2:3][Mg]Cl.[Cu](C#N)C#N.Br[C:14]1[N:32]=[CH:31][CH:30]=[CH:29][C:15]=1[C:16]([NH:18][C:19]1[CH:24]=[CH:23][CH:22]=[C:21]([C:25]([CH3:28])([CH3:27])[CH3:26])[CH:20]=1)=[O:17].[Cl-].[NH4+]. The catalyst is C1COCC1.C(OCC)(=O)C. The product is [C:25]([C:21]1[CH:20]=[C:19]([NH:18][C:16](=[O:17])[C:15]2[CH:29]=[CH:30][CH:31]=[N:32][C:14]=2[CH2:1][C:2]([CH3:7])([CH3:6])[CH3:3])[CH:24]=[CH:23][CH:22]=1)([CH3:28])([CH3:27])[CH3:26]. The yield is 0.860. (2) The yield is 0.790. The product is [NH2:8][C:5]1[CH:6]=[CH:7][C:2]([C:15]#[N:16])=[C:3]([Cl:13])[C:4]=1[CH3:12]. The reactants are Br[C:2]1[CH:7]=[CH:6][C:5]([NH:8]C(=O)C)=[C:4]([CH3:12])[C:3]=1[Cl:13].[Cu](C#N)[C:15]#[N:16].C(N)CN.O. The catalyst is CN1CCCC1=O.[Cu](I)I.